This data is from Experimentally validated miRNA-target interactions with 360,000+ pairs, plus equal number of negative samples. The task is: Binary Classification. Given a miRNA mature sequence and a target amino acid sequence, predict their likelihood of interaction. The protein sequence of the target gene is MSSYLEYVSCAAGGGSGGVGGDVLGFAPKFCRADARPVALQPAFPLGSGDGAFVSCLPLATARPTPSPPAGPAQSPVPQPAAPRYAPCTLEGAYERGAAPASAAEYGFLGSGPAFDFPGALGRAADEGGAHVHYATSAVFSGGGSFLLSGQVDFAAFGEPGPFPACLKEPADGHPGPFQTVSPAPGACPKPASPTSSLPAAHSTFEWMKVKRNAPKKSKLSEYGATSPPSAIRTNFSTKQLTELEKEFHFNKYLTRARRIEIANCLQLNDTQVKIWFQNRRMKQKKREREGLLATAASVA.... Result: 0 (no interaction). The miRNA is hsa-miR-4652-5p with sequence AGGGGACUGGUUAAUAGAACUA.